Dataset: NCI-60 drug combinations with 297,098 pairs across 59 cell lines. Task: Regression. Given two drug SMILES strings and cell line genomic features, predict the synergy score measuring deviation from expected non-interaction effect. (1) Drug 1: C1CN1C2=NC(=NC(=N2)N3CC3)N4CC4. Drug 2: C1CCN(CC1)CCOC2=CC=C(C=C2)C(=O)C3=C(SC4=C3C=CC(=C4)O)C5=CC=C(C=C5)O. Cell line: SF-539. Synergy scores: CSS=51.8, Synergy_ZIP=-0.267, Synergy_Bliss=2.21, Synergy_Loewe=-1.63, Synergy_HSA=-1.06. (2) Drug 1: C1=NC(=NC(=O)N1C2C(C(C(O2)CO)O)O)N. Drug 2: COC1=C2C(=CC3=C1OC=C3)C=CC(=O)O2. Cell line: MOLT-4. Synergy scores: CSS=37.0, Synergy_ZIP=-1.94, Synergy_Bliss=2.35, Synergy_Loewe=-17.1, Synergy_HSA=1.48.